Task: Predict the product of the given reaction.. Dataset: Forward reaction prediction with 1.9M reactions from USPTO patents (1976-2016) Given the reactants [NH:1]1[CH2:6][CH2:5][CH2:4][CH:3]([NH:7][C:8]2[CH:13]=[CH:12][N:11]=[CH:10][CH:9]=2)[CH2:2]1.[CH:14](=O)[C:15]1[CH:20]=[CH:19][CH:18]=[CH:17][CH:16]=1, predict the reaction product. The product is: [CH2:14]([N:1]1[CH2:6][CH2:5][CH2:4][CH:3]([NH:7][C:8]2[CH:13]=[CH:12][N:11]=[CH:10][CH:9]=2)[CH2:2]1)[C:15]1[CH:20]=[CH:19][CH:18]=[CH:17][CH:16]=1.